From a dataset of Peptide-MHC class II binding affinity with 134,281 pairs from IEDB. Regression. Given a peptide amino acid sequence and an MHC pseudo amino acid sequence, predict their binding affinity value. This is MHC class II binding data. (1) The peptide sequence is CNTNWLPPCPIIHNL. The MHC is H-2-IAb with pseudo-sequence H-2-IAb. The binding affinity (normalized) is 0.571. (2) The peptide sequence is WKMLDPRQGLAVLRK. The MHC is DRB1_0404 with pseudo-sequence DRB1_0404. The binding affinity (normalized) is 0.442. (3) The peptide sequence is ARRRRASEAPPTSHR. The MHC is HLA-DPA10201-DPB10101 with pseudo-sequence HLA-DPA10201-DPB10101. The binding affinity (normalized) is 0.127. (4) The peptide sequence is KSEVYEKGLGKFVKT. The MHC is DRB5_0101 with pseudo-sequence DRB5_0101. The binding affinity (normalized) is 0.769. (5) The peptide sequence is SQDLEGSWNLNGLQAY. The MHC is HLA-DQA10301-DQB10302 with pseudo-sequence HLA-DQA10301-DQB10302. The binding affinity (normalized) is 0.506. (6) The peptide sequence is INRNTGEIRTMNNFLDREIY. The MHC is DRB1_0102 with pseudo-sequence QEFFIASGAAVDAIMWLFLECYDLQRATYHAVFT. The binding affinity (normalized) is 0.280. (7) The peptide sequence is QLVMKANNSVIMNGA. The MHC is DRB1_1201 with pseudo-sequence DRB1_1201. The binding affinity (normalized) is 0.341. (8) The binding affinity (normalized) is 0.165. The peptide sequence is MHHLVEFEPPHAATI. The MHC is DRB1_0801 with pseudo-sequence DRB1_0801. (9) The binding affinity (normalized) is 1.00. The MHC is HLA-DPA10201-DPB10101 with pseudo-sequence HLA-DPA10201-DPB10101. The peptide sequence is EKKYFAATQFETLAA. (10) The peptide sequence is MKYLAAFLLLGLAGN. The MHC is DRB3_0202 with pseudo-sequence DRB3_0202. The binding affinity (normalized) is 0.146.